From a dataset of Forward reaction prediction with 1.9M reactions from USPTO patents (1976-2016). Predict the product of the given reaction. Given the reactants [Cl:1][C:2]1[CH:7]=[CH:6][C:5](OS(C(F)(F)F)(=O)=O)=[CH:4][C:3]=1[CH:16]([CH3:35])[C:17]([OH:34])([C:22]1[CH:23]=[CH:24][C:25]2[O:30][CH2:29][C:28](=[O:31])[N:27]([CH3:32])[C:26]=2[CH:33]=1)[C:18]([F:21])([F:20])[F:19].[C:36]([C:39]1[CH:40]=[C:41](B(O)O)[CH:42]=[CH:43][CH:44]=1)([OH:38])=[O:37], predict the reaction product. The product is: [Cl:1][C:2]1[CH:7]=[CH:6][C:5]([C:43]2[CH:42]=[CH:41][CH:40]=[C:39]([C:36]([OH:38])=[O:37])[CH:44]=2)=[CH:4][C:3]=1[CH:16]([CH3:35])[C:17]([OH:34])([C:22]1[CH:23]=[CH:24][C:25]2[O:30][CH2:29][C:28](=[O:31])[N:27]([CH3:32])[C:26]=2[CH:33]=1)[C:18]([F:21])([F:20])[F:19].